Dataset: Full USPTO retrosynthesis dataset with 1.9M reactions from patents (1976-2016). Task: Predict the reactants needed to synthesize the given product. (1) Given the product [CH2:1]([NH:5][C:6]1[C:7]([C:16]([NH:43][C:39]([CH3:40])([C:41]#[CH:42])[CH3:38])=[O:18])=[CH:8][C:9]2[O:14][CH2:13][CH2:12][O:11][C:10]=2[CH:15]=1)[CH:2]([CH3:3])[CH3:4], predict the reactants needed to synthesize it. The reactants are: [CH2:1]([NH:5][C:6]1[C:7]([C:16]([OH:18])=O)=[CH:8][C:9]2[O:14][CH2:13][CH2:12][O:11][C:10]=2[CH:15]=1)[CH:2]([CH3:4])[CH3:3].CCN(C(C)C)C(C)C.C1C=CC2N(O)N=NC=2C=1.[CH3:38][C:39]([NH2:43])([C:41]#[CH:42])[CH3:40].CCN=C=NCCCN(C)C. (2) Given the product [F:1][C:2]1[C:7]([F:8])=[CH:6][CH:5]=[CH:4][C:3]=1[C:9]1[N:17]=[C:12]2[CH:13]=[N:14][N:15]([CH2:19][C:20]3[N:24]=[C:23]([C:25]4[CH:26]=[CH:27][C:28]([C:31]([F:34])([F:32])[F:33])=[CH:29][CH:30]=4)[O:22][N:21]=3)[CH:16]=[C:11]2[N:10]=1, predict the reactants needed to synthesize it. The reactants are: [F:1][C:2]1[C:7]([F:8])=[CH:6][CH:5]=[CH:4][C:3]=1[C:9]1[N:17]=[C:12]2[CH:13]=[N:14][NH:15][CH:16]=[C:11]2[N:10]=1.Cl[CH2:19][C:20]1[N:24]=[C:23]([C:25]2[CH:30]=[CH:29][C:28]([C:31]([F:34])([F:33])[F:32])=[CH:27][CH:26]=2)[O:22][N:21]=1. (3) Given the product [CH3:15][O:1][C:2]1[C:3]([CH2:12][CH:13]=[CH2:14])=[C:4]([CH:9]=[CH:10][CH:11]=1)[C:5]([O:7][CH3:8])=[O:6], predict the reactants needed to synthesize it. The reactants are: [OH:1][C:2]1[C:3]([CH2:12][CH:13]=[CH2:14])=[C:4]([CH:9]=[CH:10][CH:11]=1)[C:5]([O:7][CH3:8])=[O:6].[C:15](=O)([O-])[O-].[Cs+].[Cs+].CI. (4) Given the product [Br:1][C:2]1[CH:3]=[CH:4][C:5]([C:8]2[N:9]=[N:10][N:11]([CH3:13])[N:12]=2)=[N+:6]([O-:22])[CH:7]=1, predict the reactants needed to synthesize it. The reactants are: [Br:1][C:2]1[CH:3]=[CH:4][C:5]([C:8]2[N:9]=[N:10][N:11]([CH3:13])[N:12]=2)=[N:6][CH:7]=1.ClC1C=CC=C(C(OO)=[O:22])C=1. (5) Given the product [Br:18][C:14]1[CH:13]=[C:12]([CH2:11][NH:10][C:5]2[CH:6]=[CH:7][CH:8]=[CH:9][C:4]=2[C:3]([NH:20][C:21]2[N:22]=[CH:23][C:24]3[C:29]([CH:30]=2)=[CH:28][CH:27]=[C:26]([O:31][CH3:32])[CH:25]=3)=[O:19])[CH:17]=[CH:16][N:15]=1, predict the reactants needed to synthesize it. The reactants are: CO[C:3](=[O:19])[C:4]1[CH:9]=[CH:8][CH:7]=[CH:6][C:5]=1[NH:10][CH2:11][C:12]1[CH:17]=[CH:16][N:15]=[C:14]([Br:18])[CH:13]=1.[NH2:20][C:21]1[N:22]=[CH:23][C:24]2[C:29]([CH:30]=1)=[CH:28][CH:27]=[C:26]([O:31][CH3:32])[CH:25]=2. (6) Given the product [C:25]([CH2:24][N:17]([C:10]1[CH:11]=[C:12]([O:15][CH3:16])[CH:13]=[CH:14][C:9]=1[NH:8][C:6]1[C:5]([Cl:22])=[CH:4][N:3]=[C:2]([Cl:1])[N:7]=1)[S:18]([CH3:21])(=[O:19])=[O:20])#[N:26], predict the reactants needed to synthesize it. The reactants are: [Cl:1][C:2]1[N:7]=[C:6]([NH:8][C:9]2[CH:14]=[CH:13][C:12]([O:15][CH3:16])=[CH:11][C:10]=2[NH:17][S:18]([CH3:21])(=[O:20])=[O:19])[C:5]([Cl:22])=[CH:4][N:3]=1.Br[CH2:24][C:25]#[N:26].C(=O)([O-])[O-].[K+].[K+]. (7) Given the product [CH3:1][C:3]([C:4]([NH:6][CH2:7][CH2:8][CH2:9][N:12]([CH3:13])[CH3:11])=[O:5])=[CH2:10].[CH3:36][C:34](=[CH:33][C:32](=[O:37])[CH3:1])[O-:35], predict the reactants needed to synthesize it. The reactants are: [CH:1]([CH:3]1[CH2:10][CH2:9][CH2:8][CH2:7][NH:6][C:4]1=[O:5])=C.[CH3:11][N:12](C)[CH2:13]CCC=C(C)C(N)=O.C(OCCO[C:32](=[O:37])[CH2:33][C:34]([CH3:36])=[O:35])(=O)C(C)=C. (8) Given the product [CH2:1]([O:3][C:4](=[O:12])[CH:5]([Br:13])[C:6](=[O:11])[C:7]([F:10])([F:8])[F:9])[CH3:2], predict the reactants needed to synthesize it. The reactants are: [CH2:1]([O:3][C:4](=[O:12])[CH2:5][C:6](=[O:11])[C:7]([F:10])([F:9])[F:8])[CH3:2].[Br:13]Br. (9) Given the product [CH3:11][C:2]1[C:7]([N+:8]([O-:10])=[O:9])=[CH:6][CH:5]=[CH:4][N:3]=1, predict the reactants needed to synthesize it. The reactants are: Cl[C:2]1[C:7]([N+:8]([O-:10])=[O:9])=[CH:6][CH:5]=[CH:4][N:3]=1.[CH3:11]B(O)O.C(=O)([O-])[O-].[K+].[K+]. (10) The reactants are: Cl.[Br:2][C:3]1[CH:8]=[C:7]([C:9]([F:12])([F:11])[F:10])[CH:6]=[CH:5][C:4]=1[C:13]1[CH:22]=[CH:21][CH:20]=[C:19]2[C:14]=1[CH2:15][CH2:16][NH:17][CH2:18]2.[F:23][C:24]1[S:28][C:27]([NH:29][S:30](N2C=CN=C2)(=[O:32])=[O:31])=[N:26][CH:25]=1.C(N(CC)CC)C. Given the product [Br:2][C:3]1[CH:8]=[C:7]([C:9]([F:12])([F:11])[F:10])[CH:6]=[CH:5][C:4]=1[C:13]1[CH:22]=[CH:21][CH:20]=[C:19]2[C:14]=1[CH2:15][CH2:16][N:17]([S:30]([NH:29][C:27]1[S:28][C:24]([F:23])=[CH:25][N:26]=1)(=[O:32])=[O:31])[CH2:18]2, predict the reactants needed to synthesize it.